From a dataset of NCI-60 drug combinations with 297,098 pairs across 59 cell lines. Regression. Given two drug SMILES strings and cell line genomic features, predict the synergy score measuring deviation from expected non-interaction effect. (1) Drug 1: CC(CN1CC(=O)NC(=O)C1)N2CC(=O)NC(=O)C2. Drug 2: CC1CCCC2(C(O2)CC(NC(=O)CC(C(C(=O)C(C1O)C)(C)C)O)C(=CC3=CSC(=N3)C)C)C. Cell line: NCIH23. Synergy scores: CSS=5.29, Synergy_ZIP=-4.66, Synergy_Bliss=-4.17, Synergy_Loewe=-5.62, Synergy_HSA=-5.19. (2) Drug 2: CN1C2=C(C=C(C=C2)N(CCCl)CCCl)N=C1CCCC(=O)O.Cl. Drug 1: C1=NC(=NC(=O)N1C2C(C(C(O2)CO)O)O)N. Cell line: NCI-H460. Synergy scores: CSS=32.2, Synergy_ZIP=-1.97, Synergy_Bliss=0.241, Synergy_Loewe=-37.0, Synergy_HSA=1.39. (3) Drug 1: CC(C1=C(C=CC(=C1Cl)F)Cl)OC2=C(N=CC(=C2)C3=CN(N=C3)C4CCNCC4)N. Drug 2: CC1=C2C(C(=O)C3(C(CC4C(C3C(C(C2(C)C)(CC1OC(=O)C(C(C5=CC=CC=C5)NC(=O)OC(C)(C)C)O)O)OC(=O)C6=CC=CC=C6)(CO4)OC(=O)C)OC)C)OC. Cell line: 786-0. Synergy scores: CSS=46.5, Synergy_ZIP=0.448, Synergy_Bliss=-0.634, Synergy_Loewe=-25.6, Synergy_HSA=-0.364. (4) Drug 1: CC1C(C(CC(O1)OC2CC(CC3=C2C(=C4C(=C3O)C(=O)C5=C(C4=O)C(=CC=C5)OC)O)(C(=O)CO)O)N)O.Cl. Drug 2: CC12CCC3C(C1CCC2O)C(CC4=C3C=CC(=C4)O)CCCCCCCCCS(=O)CCCC(C(F)(F)F)(F)F. Cell line: LOX IMVI. Synergy scores: CSS=26.9, Synergy_ZIP=-12.6, Synergy_Bliss=-22.5, Synergy_Loewe=-29.3, Synergy_HSA=-21.0.